From a dataset of Forward reaction prediction with 1.9M reactions from USPTO patents (1976-2016). Predict the product of the given reaction. (1) Given the reactants [Br:1][C:2]1[CH:3]=[CH:4][C:5]2[C:11]3[S:12][C:13]([C:15]([N:17]([C:19]4[CH:20]=[C:21]([CH:25]=[CH:26][C:27]=4[Cl:28])[C:22](O)=[O:23])[CH3:18])=[O:16])=[CH:14][C:10]=3[CH2:9][CH2:8][O:7][C:6]=2[CH:29]=1.CCN=C=NCCCN(C)C.C1C=CC2N(O)N=NC=2C=1.CCN(C(C)C)C(C)C.Cl.[OH:61][CH:62]1[CH2:65][NH:64][CH2:63]1, predict the reaction product. The product is: [Br:1][C:2]1[CH:3]=[CH:4][C:5]2[C:11]3[S:12][C:13]([C:15]([N:17]([C:19]4[CH:20]=[C:21]([C:22]([N:64]5[CH2:65][CH:62]([OH:61])[CH2:63]5)=[O:23])[CH:25]=[CH:26][C:27]=4[Cl:28])[CH3:18])=[O:16])=[CH:14][C:10]=3[CH2:9][CH2:8][O:7][C:6]=2[CH:29]=1. (2) The product is: [C:1]([O:5][C:6](=[O:24])[NH:7][CH:8]([C:10]1[CH:15]=[C:14]([Cl:16])[C:13]([CH3:17])=[C:12]([CH:18]2[CH2:21][N:20]([CH:28]([CH3:30])[CH3:27])[CH2:19]2)[C:11]=1[O:22][CH3:23])[CH3:9])([CH3:4])([CH3:2])[CH3:3]. Given the reactants [C:1]([O:5][C:6](=[O:24])[NH:7][CH:8]([C:10]1[CH:15]=[C:14]([Cl:16])[C:13]([CH3:17])=[C:12]([CH:18]2[CH2:21][NH:20][CH2:19]2)[C:11]=1[O:22][CH3:23])[CH3:9])([CH3:4])([CH3:3])[CH3:2].CO.[CH3:27][C:28]([CH3:30])=O.C(O[BH-](OC(=O)C)OC(=O)C)(=O)C.[Na+], predict the reaction product. (3) The product is: [NH2:7][C:8]1[S:9][C:10]2[CH:35]=[CH:34][CH:33]=[CH:32][C:11]=2[C:12]=1[C:13]([N:15]1[CH2:16][CH2:17][CH:18]([N:21]2[CH2:31][CH2:30][CH2:29][C:23]3([C:27](=[O:28])[NH:26][CH2:25][CH2:24]3)[CH2:22]2)[CH2:19][CH2:20]1)=[O:14]. Given the reactants C(OC(=O)[NH:7][C:8]1[S:9][C:10]2[CH:35]=[CH:34][CH:33]=[CH:32][C:11]=2[C:12]=1[C:13]([N:15]1[CH2:20][CH2:19][CH:18]([N:21]2[CH2:31][CH2:30][CH2:29][C:23]3([C:27](=[O:28])[NH:26][CH2:25][CH2:24]3)[CH2:22]2)[CH2:17][CH2:16]1)=[O:14])(C)(C)C.C(=O)([O-])O.[Na+], predict the reaction product. (4) Given the reactants Cl[C:2]1[N:6]([CH3:7])[N:5]=[C:4]([C:8]([F:11])([F:10])[F:9])[C:3]=1[CH:12]=[O:13].[F:14][C:15]([F:24])([F:23])[C:16]1[CH:21]=[CH:20][C:19]([OH:22])=[CH:18][CH:17]=1.C(=O)([O-])[O-:26].[K+].[K+], predict the reaction product. The product is: [CH3:7][N:6]1[C:2]([O:22][C:19]2[CH:18]=[CH:17][C:16]([C:15]([F:23])([F:24])[F:14])=[CH:21][CH:20]=2)=[C:3]([C:12]([OH:13])=[O:26])[C:4]([C:8]([F:11])([F:10])[F:9])=[N:5]1. (5) Given the reactants [CH3:1][O:2][C:3]1[CH:4]=[C:5]([C:9]2[C:10]([C:15]3[CH:20]=[CH:19][N:18]=[CH:17][CH:16]=3)=[C:11]([SH:14])[NH:12][N:13]=2)[CH:6]=[CH:7][CH:8]=1.C(=O)([O-])[O-].[K+].[K+].Br[CH2:28][CH2:29]Br, predict the reaction product. The product is: [CH3:1][O:2][C:3]1[CH:4]=[C:5]([C:9]2[C:10]([C:15]3[CH:20]=[CH:19][N:18]=[CH:17][CH:16]=3)=[C:11]3[S:14][CH2:28][CH2:29][N:12]3[N:13]=2)[CH:6]=[CH:7][CH:8]=1. (6) Given the reactants C([N-]C(C)C)(C)C.[Li+].[C:9]([O:14][CH2:15][CH3:16])(=[O:13])[CH:10]([CH3:12])[CH3:11].[Br:17][C:18]1[CH:25]=[CH:24][CH:23]=[CH:22][C:19]=1[CH2:20]Br, predict the reaction product. The product is: [Br:17][C:18]1[CH:25]=[CH:24][CH:23]=[CH:22][C:19]=1[CH2:20][C:10]([CH3:12])([CH3:11])[C:9]([O:14][CH2:15][CH3:16])=[O:13].